Dataset: Full USPTO retrosynthesis dataset with 1.9M reactions from patents (1976-2016). Task: Predict the reactants needed to synthesize the given product. (1) Given the product [CH:30]1([C:26]2[N:25]=[C:24]([CH2:23][N:18]3[C:19]4[C:15](=[C:14]([NH:13][C:11]([C:8]5[N:5]6[CH:6]=[CH:7][C:2]([O:43][CH2:42][CH2:41][N:38]7[CH2:39][CH2:40][N:35]([CH3:34])[CH2:36][CH2:37]7)=[CH:3][C:4]6=[N:10][CH:9]=5)=[O:12])[CH:22]=[CH:21][CH:20]=4)[C:16]([CH3:33])=[N:17]3)[CH:29]=[CH:28][CH:27]=2)[CH2:32][CH2:31]1, predict the reactants needed to synthesize it. The reactants are: F[C:2]1[CH:7]=[CH:6][N:5]2[C:8]([C:11]([NH:13][C:14]3[CH:22]=[CH:21][CH:20]=[C:19]4[C:15]=3[C:16]([CH3:33])=[N:17][N:18]4[CH2:23][C:24]3[CH:29]=[CH:28][CH:27]=[C:26]([CH:30]([CH3:32])[CH3:31])[N:25]=3)=[O:12])=[CH:9][N:10]=[C:4]2[CH:3]=1.[CH3:34][N:35]1[CH2:40][CH2:39][N:38]([CH2:41][CH2:42][OH:43])[CH2:37][CH2:36]1.O1CCN(CCO)CC1. (2) The reactants are: [C:1]([O:5][C:6]([N:8]([C:17]1[CH:25]=[CH:24][C:20]([C:21]([OH:23])=[O:22])=[CH:19][C:18]=1[O:26][CH2:27][CH:28]1[CH2:30][CH2:29]1)[S:9]([CH2:12][CH2:13][N:14]([CH3:16])[CH3:15])(=[O:11])=[O:10])=[O:7])([CH3:4])([CH3:3])[CH3:2].C(Cl)CCl.[Cl:35][C:36]1[CH:37]=[N+:38]([O-:61])[CH:39]=[C:40]([Cl:60])[C:41]=1[CH2:42][C@@H:43]([C:45]1[CH:50]=[CH:49][C:48]([O:51][CH:52]([F:54])[F:53])=[C:47]([O:55][CH2:56][CH:57]2[CH2:59][CH2:58]2)[CH:46]=1)O. Given the product [C:1]([O:5][C:6]([N:8]([C:17]1[CH:25]=[CH:24][C:20]([C:21]([O:23][C@H:43]([C:45]2[CH:50]=[CH:49][C:48]([O:51][CH:52]([F:53])[F:54])=[C:47]([O:55][CH2:56][CH:57]3[CH2:58][CH2:59]3)[CH:46]=2)[CH2:42][C:41]2[C:40]([Cl:60])=[CH:39][N+:38]([O-:61])=[CH:37][C:36]=2[Cl:35])=[O:22])=[CH:19][C:18]=1[O:26][CH2:27][CH:28]1[CH2:29][CH2:30]1)[S:9]([CH2:12][CH2:13][N:14]([CH3:15])[CH3:16])(=[O:11])=[O:10])=[O:7])([CH3:4])([CH3:2])[CH3:3], predict the reactants needed to synthesize it. (3) The reactants are: [N:1]1[CH:6]=[CH:5][CH:4]=[CH:3][C:2]=1[N:7]([CH2:30][CH2:31][C:32]([O:34][CH2:35][CH3:36])=[O:33])[C:8]([C:10]1[CH:29]=[CH:28][C:13]2[N:14]([CH3:27])[C:15]([CH2:17][NH:18][C:19]3[N:24]=[CH:23][C:22]([C:25]#[N:26])=[CH:21][CH:20]=3)=[N:16][C:12]=2[CH:11]=1)=[O:9].[ClH:37].C(=O)([O-])[O-].[NH4+:42].[NH4+]. Given the product [ClH:37].[N:1]1[CH:6]=[CH:5][CH:4]=[CH:3][C:2]=1[N:7]([CH2:30][CH2:31][C:32]([O:34][CH2:35][CH3:36])=[O:33])[C:8]([C:10]1[CH:29]=[CH:28][C:13]2[N:14]([CH3:27])[C:15]([CH2:17][NH:18][C:19]3[N:24]=[CH:23][C:22]([C:25](=[NH:42])[NH2:26])=[CH:21][CH:20]=3)=[N:16][C:12]=2[CH:11]=1)=[O:9], predict the reactants needed to synthesize it. (4) The reactants are: C(OC(=O)[NH:7][C:8]1([C:11]2[N:16]=[C:15]3[NH:17][CH:18]=[CH:19][C:14]3=[CH:13][CH:12]=2)[CH2:10][CH2:9]1)(C)(C)C.Cl. Given the product [NH:17]1[C:15]2=[N:16][C:11]([CH:8]([NH2:7])[CH2:9][CH3:10])=[CH:12][CH:13]=[C:14]2[CH:19]=[CH:18]1, predict the reactants needed to synthesize it. (5) The reactants are: [CH3:1][S:2](Cl)(=[O:4])=[O:3].Cl.[CH:7]1[CH:16]=[CH:15][CH:14]=[C:13]2[C:8]=1[C:9]1[N:19]3[CH2:20][CH2:21][CH2:22][NH:23][CH2:24][C:18]3=[N:17][C:10]=1[CH:11]=[N:12]2.C(N(CC)CC)C. Given the product [CH3:1][S:2]([N:23]1[CH2:22][CH2:21][CH2:20][N:19]2[C:9]3[C:8]4[C:13](=[CH:14][CH:15]=[CH:16][CH:7]=4)[N:12]=[CH:11][C:10]=3[N:17]=[C:18]2[CH2:24]1)(=[O:4])=[O:3], predict the reactants needed to synthesize it. (6) Given the product [F:1][C:2]1[CH:3]=[CH:4][C:5]([CH:8]([OH:10])[CH3:9])=[N:6][CH:7]=1, predict the reactants needed to synthesize it. The reactants are: [F:1][C:2]1[CH:3]=[CH:4][C:5]([C:8](=[O:10])[CH3:9])=[N:6][CH:7]=1.[Na].O. (7) The reactants are: [C:1]([O:5][C:6](=[O:24])[CH:7](C(C)(C)C)[N:8]1[C:16]2[C:11](=[CH:12][C:13]([OH:17])=[CH:14][CH:15]=2)[C:10]([C:18]#[N:19])=[N:9]1)([CH3:4])([CH3:3])[CH3:2].C(C1C2C(=CC=C(O[CH2:38][C:39]3[N:44]=[CH:43][CH:42]=[CH:41][N:40]=3)C=2)N(CC(OC)=O)N=1)(=O)C. Given the product [C:18]([C:10]1[C:11]2[C:16](=[CH:15][CH:14]=[C:13]([O:17][CH2:38][C:39]3[N:44]=[CH:43][CH:42]=[CH:41][N:40]=3)[CH:12]=2)[N:8]([CH2:7][C:6]([O:5][C:1]([CH3:2])([CH3:3])[CH3:4])=[O:24])[N:9]=1)#[N:19], predict the reactants needed to synthesize it.